Dataset: Full USPTO retrosynthesis dataset with 1.9M reactions from patents (1976-2016). Task: Predict the reactants needed to synthesize the given product. (1) Given the product [O:26]1[CH2:27][CH2:28][N:23]([C:5]2[C:6]3[N:7]([CH:8]=[C:9](/[CH:11]=[CH:12]/[C:13]4[CH:22]=[CH:21][C:20]5[C:15](=[CH:16][CH:17]=[CH:18][CH:19]=5)[N:14]=4)[N:10]=3)[C:2]([C:37]3[CH:38]=[CH:39][C:40]([N:43]4[C:47](=[O:48])[N:46]([CH2:49][O:50][CH2:51][CH2:52][Si:53]([CH3:56])([CH3:55])[CH3:54])[N:45]=[CH:44]4)=[CH:41][CH:42]=3)=[CH:3][N:4]=2)[CH2:24][CH2:25]1, predict the reactants needed to synthesize it. The reactants are: Br[C:2]1[N:7]2[CH:8]=[C:9](/[CH:11]=[CH:12]/[C:13]3[CH:22]=[CH:21][C:20]4[C:15](=[CH:16][CH:17]=[CH:18][CH:19]=4)[N:14]=3)[N:10]=[C:6]2[C:5]([N:23]2[CH2:28][CH2:27][O:26][CH2:25][CH2:24]2)=[N:4][CH:3]=1.CC1(C)C(C)(C)OB([C:37]2[CH:42]=[CH:41][C:40]([N:43]3[C:47](=[O:48])[N:46]([CH2:49][O:50][CH2:51][CH2:52][Si:53]([CH3:56])([CH3:55])[CH3:54])[N:45]=[CH:44]3)=[CH:39][CH:38]=2)O1.C([O-])([O-])=O.[Na+].[Na+]. (2) The reactants are: Cl.CN(C)[CH2:4][CH2:5][CH2:6][N:7]=C=NCC.O[N:14]1[C:18]2[CH:19]=[CH:20][CH:21]=[CH:22][C:17]=2N=N1.[CH:23](N(C(C)C)CC)([CH3:25])[CH3:24].[C:32]([O:36][C:37]([NH:39][C@H:40]([CH2:44][C:45]1[CH:50]=[CH:49][CH:48]=[CH:47][C:46]=1[O:51][C:52]([F:55])([F:54])[F:53])[C:41]([OH:43])=O)=[O:38])([CH3:35])([CH3:34])[CH3:33].[O:56]1CCC[CH2:57]1. Given the product [C:32]([O:36][C:37](=[O:38])[NH:39][C@@H:40]([C:41](=[O:43])[NH:7][C@@H:6]1[CH2:5][CH2:4][C:17]2[CH:22]=[CH:21][CH:20]=[CH:19][C:18]=2[N:14]([CH:23]([CH3:25])[CH3:24])[C:57]1=[O:56])[CH2:44][C:45]1[CH:50]=[CH:49][CH:48]=[CH:47][C:46]=1[O:51][C:52]([F:55])([F:54])[F:53])([CH3:34])([CH3:35])[CH3:33], predict the reactants needed to synthesize it. (3) Given the product [Cl:44][C:39]1[CH:38]=[C:37]([NH:36][C:24]2[C:23]3[C:28](=[CH:29][C:30]([O:31][CH2:32][CH:33]4[CH2:34][CH2:35]4)=[C:21]([NH:20][C:17]([CH2:16][P:11]([O:10][CH2:8][CH3:9])([O:13][CH2:14][CH3:15])=[O:12])=[O:19])[CH:22]=3)[N:27]=[CH:26][N:25]=2)[CH:42]=[CH:41][C:40]=1[F:43], predict the reactants needed to synthesize it. The reactants are: C(N(CC)CC)C.[CH2:8]([O:10][P:11]([CH2:16][C:17]([OH:19])=O)([O:13][CH2:14][CH3:15])=[O:12])[CH3:9].[NH2:20][C:21]1[CH:22]=[C:23]2[C:28](=[CH:29][C:30]=1[O:31][CH2:32][CH:33]1[CH2:35][CH2:34]1)[N:27]=[CH:26][N:25]=[C:24]2[NH:36][C:37]1[CH:42]=[CH:41][C:40]([F:43])=[C:39]([Cl:44])[CH:38]=1.O. (4) Given the product [C:19]1([C:16]2[N:15]=[C:14]([CH2:13][NH:11][C:8]34[CH2:10][CH:4]5[CH2:5][CH:6]([CH2:1][CH:2]([CH2:3]5)[CH2:9]3)[CH2:7]4)[O:18][N:17]=2)[CH:20]=[CH:21][CH:22]=[CH:23][CH:24]=1, predict the reactants needed to synthesize it. The reactants are: [CH2:1]1[CH:6]2[CH2:7][C:8]3([NH2:11])[CH2:10][CH:4]([CH2:5]2)[CH2:3][CH:2]1[CH2:9]3.Cl[CH2:13][C:14]1[O:18][N:17]=[C:16]([C:19]2[CH:24]=[CH:23][CH:22]=[CH:21][CH:20]=2)[N:15]=1.